Task: Predict the reactants needed to synthesize the given product.. Dataset: Full USPTO retrosynthesis dataset with 1.9M reactions from patents (1976-2016) (1) Given the product [C:2]1([CH3:19])[CH:3]=[CH:4][C:5]([S:8]([N:11]2[CH2:18][CH2:17][CH2:16][C@H:12]2[C:13]([NH:25][C@H:24]([C:23]([OH:41])=[O:22])[CH2:26][CH2:27][CH2:28][CH2:29][NH:30][C:31]([O:33][CH2:34][C:35]2[CH:40]=[CH:39][CH:38]=[CH:37][CH:36]=2)=[O:32])=[O:15])(=[O:9])=[O:10])=[CH:6][CH:7]=1, predict the reactants needed to synthesize it. The reactants are: O.[C:2]1([CH3:19])[CH:7]=[CH:6][C:5]([S:8]([N:11]2[CH2:18][CH2:17][CH2:16][C@H:12]2[C:13]([OH:15])=O)(=[O:10])=[O:9])=[CH:4][CH:3]=1.Cl.C[O:22][C:23](=[O:41])[C@H:24]([CH2:26][CH2:27][CH2:28][CH2:29][NH:30][C:31]([O:33][CH2:34][C:35]1[CH:40]=[CH:39][CH:38]=[CH:37][CH:36]=1)=[O:32])[NH2:25].[Li+].[OH-]. (2) Given the product [F:1][C:2]1[CH:3]=[C:4]2[C:22](=[CH:23][CH:24]=1)[O:21][CH2:20][CH2:19][N:18]([CH2:28][C:29]([OH:31])=[O:30])[CH2:17][C:16]1=[C:25]3[N:26]=[C:10]([CH:11]=[CH:12][N:13]3[N:14]=[CH:15]1)[N:9]1[C@@H:5]2[CH2:6][CH2:7][CH2:8]1, predict the reactants needed to synthesize it. The reactants are: [F:1][C:2]1[CH:3]=[C:4]2[C:22](=[CH:23][CH:24]=1)[O:21][CH2:20][CH2:19][NH:18][CH2:17][C:16]1=[C:25]3[N:26]=[C:10]([CH:11]=[CH:12][N:13]3[N:14]=[CH:15]1)[N:9]1[C@@H:5]2[CH2:6][CH2:7][CH2:8]1.Br[CH2:28][C:29]([OH:31])=[O:30].[OH-].[Na+]. (3) Given the product [CH3:82][O:81][C:37]1[C:36]([O:35][CH2:34][CH2:33][CH2:32][O:31][C:26]2[C:27]([O:29][CH3:30])=[CH:28][C:12]3[C:11](=[O:83])[N:10]4[CH:84]=[C:7]([C:109]5[CH:108]=[CH:9][C:8]([N:91]6[CH2:90][CH2:89][N:88]([CH3:87])[CH2:93][CH2:92]6)=[CH:7][CH:84]=5)[CH2:8][C@H:9]4[C:15](=[O:16])[N:14]([CH2:17][O:18][CH2:19][CH2:20][Si:21]([CH3:24])([CH3:22])[CH3:23])[C:13]=3[CH:25]=2)=[CH:80][C:40]2[N:41]([CH2:72][O:73][CH2:74][CH2:75][Si:76]([CH3:78])([CH3:77])[CH3:79])[C:42](=[O:71])[C@@H:43]3[CH2:49][C:48](/[CH:50]=[CH:51]/[CH2:52][NH:53][C:54](=[O:55])[O:56][CH2:57][CH:58]4[C:59]5[CH:60]=[CH:61][CH:62]=[CH:63][C:64]=5[C:65]5[C:70]4=[CH:69][CH:68]=[CH:67][CH:66]=5)=[CH:47][N:44]3[C:45](=[O:46])[C:39]=2[CH:38]=1, predict the reactants needed to synthesize it. The reactants are: FC(F)(F)S(O[C:7]1[CH2:8][C@H:9]2[C:15](=[O:16])[N:14]([CH2:17][O:18][CH2:19][CH2:20][Si:21]([CH3:24])([CH3:23])[CH3:22])[C:13]3[CH:25]=[C:26]([O:31][CH2:32][CH2:33][CH2:34][O:35][C:36]4[C:37]([O:81][CH3:82])=[CH:38][C:39]5[C:45](=[O:46])[N:44]6[CH:47]=[C:48](/[CH:50]=[CH:51]/[CH2:52][NH:53][C:54]([O:56][CH2:57][CH:58]7[C:70]8[CH:69]=[CH:68][CH:67]=[CH:66][C:65]=8[C:64]8[C:59]7=[CH:60][CH:61]=[CH:62][CH:63]=8)=[O:55])[CH2:49][C@H:43]6[C:42](=[O:71])[N:41]([CH2:72][O:73][CH2:74][CH2:75][Si:76]([CH3:79])([CH3:78])[CH3:77])[C:40]=5[CH:80]=4)[C:27]([O:29][CH3:30])=[CH:28][C:12]=3[C:11](=[O:83])[N:10]2[CH:84]=1)(=O)=O.[CH3:87][N:88]1[CH2:93][CH2:92][N:91](OB(C2C=CC=CC=2)O)[CH2:90][CH2:89]1.C(N([CH2:108][CH3:109])CC)C. (4) Given the product [O:33]1[C:32]2[CH:31]=[CH:30][C:29]([NH:34][C:35]([N:15]3[CH2:16][CH2:17][N:12]([C:10]4[S:9][N:8]=[C:7]([C:1]5[CH:2]=[CH:3][CH:4]=[CH:5][CH:6]=5)[N:11]=4)[CH2:13][CH2:14]3)=[O:36])=[CH:28][C:27]=2[O:26][CH2:25]1, predict the reactants needed to synthesize it. The reactants are: [C:1]1([C:7]2[N:11]=[C:10]([N:12]3[CH2:17][CH2:16][NH:15][CH2:14][CH2:13]3)[S:9][N:8]=2)[CH:6]=[CH:5][CH:4]=[CH:3][CH:2]=1.C(N(CC)CC)C.[CH2:25]1[O:33][C:32]2[CH:31]=[CH:30][C:29]([N:34]=[C:35]=[O:36])=[CH:28][C:27]=2[O:26]1. (5) Given the product [O:31]=[S:30]1(=[O:32])[CH2:29][CH2:28][CH2:35][N:23]1[C:22]1[CH:21]=[C:20]([CH2:19][CH2:18][N:15]2[CH2:14][CH2:13][N:12]([C:8]3[CH:7]=[CH:6][CH:5]=[C:4]4[C:9]=3[CH:10]=[CH:11][C:2]([CH3:1])=[N:3]4)[CH2:17][CH2:16]2)[CH:26]=[CH:25][CH:24]=1, predict the reactants needed to synthesize it. The reactants are: [CH3:1][C:2]1[CH:11]=[CH:10][C:9]2[C:4](=[CH:5][CH:6]=[CH:7][C:8]=2[N:12]2[CH2:17][CH2:16][N:15]([CH2:18][CH2:19][C:20]3[CH:21]=[C:22]([CH:24]=[CH:25][CH:26]=3)[NH2:23])[CH2:14][CH2:13]2)[N:3]=1.Cl[CH2:28][CH2:29][S:30](Cl)(=[O:32])=[O:31].N1C=CC=C[CH:35]=1. (6) Given the product [F:1][C:2]1[CH:11]=[C:10]2[C:5]([CH:6]=[CH:7][CH:8]=[N:9]2)=[CH:4][C:3]=1[CH2:12][N:13]1[C:17]2=[N:18][C:19]([C:22]3[CH:26]=[N:25][N:24]([CH2:28][CH2:29][OH:30])[CH:23]=3)=[CH:20][N:21]=[C:16]2[N:15]=[N:14]1, predict the reactants needed to synthesize it. The reactants are: [F:1][C:2]1[CH:11]=[C:10]2[C:5]([CH:6]=[CH:7][CH:8]=[N:9]2)=[CH:4][C:3]=1[CH2:12][N:13]1[C:17]2=[N:18][C:19]([C:22]3[CH:23]=[N:24][NH:25][CH:26]=3)=[CH:20][N:21]=[C:16]2[N:15]=[N:14]1.I[CH2:28][CH2:29][OH:30].C([O-])([O-])=O.[K+].[K+]. (7) Given the product [Br:3][C:4]1[CH:12]=[CH:11][CH:10]=[C:9]2[C:5]=1[CH:6]=[CH:7][N:8]2[S:20]([C:15]1[CH:16]=[CH:17][CH:18]=[CH:19][C:14]=1[CH3:13])(=[O:22])=[O:21], predict the reactants needed to synthesize it. The reactants are: [OH-].[Na+].[Br:3][C:4]1[CH:12]=[CH:11][CH:10]=[C:9]2[C:5]=1[CH:6]=[CH:7][NH:8]2.[CH3:13][C:14]1[CH:19]=[CH:18][CH:17]=[CH:16][C:15]=1[S:20](Cl)(=[O:22])=[O:21]. (8) Given the product [CH3:1][C:2]1[S:6][C:5]([C:7]2[CH:12]=[CH:11][N:10]=[CH:9][C:8]=2[N:13]2[CH2:14][CH2:15][CH:16]([C:19]([OH:21])=[O:20])[CH2:17][CH2:18]2)=[N:4][CH:3]=1, predict the reactants needed to synthesize it. The reactants are: [CH3:1][C:2]1[S:6][C:5]([C:7]2[CH:12]=[CH:11][N:10]=[CH:9][C:8]=2[N:13]2[CH2:18][CH2:17][CH:16]([C:19]([O:21]CC)=[O:20])[CH2:15][CH2:14]2)=[N:4][CH:3]=1.[OH-].[Na+].Cl. (9) Given the product [CH2:1]([N:8]1[C:16]2[C:11](=[CH:12][CH:13]=[CH:14][CH:15]=2)[C:10]([C:17]2[O:18][C:19]([CH2:22][OH:23])=[CH:20][CH:21]=2)=[N:9]1)[C:2]1[CH:7]=[CH:6][CH:5]=[CH:4][CH:3]=1, predict the reactants needed to synthesize it. The reactants are: [CH2:1]([N:8]1[C:16]2[C:11](=[CH:12][CH:13]=[CH:14][CH:15]=2)[C:10]([C:17]2[O:18][C:19]([C:22](OC)=[O:23])=[CH:20][CH:21]=2)=[N:9]1)[C:2]1[CH:7]=[CH:6][CH:5]=[CH:4][CH:3]=1. (10) Given the product [CH3:21][O:22][C:23](=[O:27])[CH2:24][CH2:25][N:18]1[CH2:19][CH2:20][N:15]([C:12]2[CH:13]=[CH:14][C:9]([CH2:2][C:3]3[CH:8]=[CH:7][CH:6]=[CH:5][CH:4]=3)=[CH:10][CH:11]=2)[CH2:16][CH2:17]1.[Na+:29].[CH2:2]([C:9]1[CH:14]=[CH:13][C:12]([N:15]2[CH2:20][CH2:19][N:18]([CH2:25][CH2:24][C:23]([O-:27])=[O:22])[CH2:17][CH2:16]2)=[CH:11][CH:10]=1)[C:3]1[CH:8]=[CH:7][CH:6]=[CH:5][CH:4]=1, predict the reactants needed to synthesize it. The reactants are: Cl.[CH2:2]([C:9]1[CH:14]=[CH:13][C:12]([N:15]2[CH2:20][CH2:19][NH:18][CH2:17][CH2:16]2)=[CH:11][CH:10]=1)[C:3]1[CH:8]=[CH:7][CH:6]=[CH:5][CH:4]=1.[CH3:21][O:22][C:23](=[O:27])[CH2:24][CH2:25]Br.[OH-].[Na+:29].